From a dataset of Experimentally validated miRNA-target interactions with 360,000+ pairs, plus equal number of negative samples. Binary Classification. Given a miRNA mature sequence and a target amino acid sequence, predict their likelihood of interaction. (1) The miRNA is hsa-let-7i-5p with sequence UGAGGUAGUAGUUUGUGCUGUU. The protein sequence of the target gene is MEEGHGLDLTYITERIIAVSFPAGCSEESYLHNLQEVTRMLKSKHGDNYLVLNLSEKRYDLTKLNPKIMDVGWPELHAPPLDKMCTICKAQESWLNSNLQHVVVIHCRGGKGRIGVVISSYMHFTNVSASADQALDRFAMKKFYDDKVSALMQPSQKRYVQFLSGLLSGSVKMNASPLFLHFVILHGTPNFDTGGVCRPFLKLYQAMQPVYTSGIYNVGPENPSRICIVIEPAQLLKGDVMVKCYHKKYRSATRDVIFRLQFHTGAVQGYGLVFGKEDLDNASKDDRFPDYGKVELVFSA.... Result: 1 (interaction). (2) The miRNA is bta-miR-155 with sequence UUAAUGCUAAUCGUGAUAGGGGU. The protein sequence of the target gene is MHFEAEESKEVATDVFNSKNLAVQAQKKILGKMASKSIATTLIDDTSSEVLDELYRVTKEYTQNKKEAEKIIKNLIKTVIKLAILYRNNQFNQDELALMEKFKKKVHQLAMTVVSFHQVDFTFDRNVLSKLLNECREMLHQIIQRHLTTKSHGRVNNVFDHFSDCDFLAALYNPFGNYKPHLQKLCDGINKMLDEENI. Result: 1 (interaction). (3) The miRNA is hsa-miR-6074 with sequence GAUAUUCAGAGGCUAGGUGG. The protein sequence of the target gene is MDTSSVGTLELTDQTPVLLGSTAMATSLTNVGNSFSGPPNPLVSRSSKFQNSSVEDDDDVVFIEPVQPPPSSAPLVADQRPITFTSSKNEELQGNDPKILPSSKELAPQKGSVSETIVIDDEEDMETNQGQEKSSSNFIERRPSETKNRTNDVDFSSSTFSRSKVNAGVSNSGITTEPDSEIQIANVTTLETGVSSVSDGQLESTDGRDMNLMITHVTSLHNTSLGDGSNGLQSSNFGVNIQTYTPSLTSQTKAGVGPFNPGRMNVAGDVFQNGESAPHHNPDSWISQSASFPRNQKQQG.... Result: 0 (no interaction). (4) The miRNA is hsa-miR-6849-3p with sequence ACCAGCCUGUGUCCACCUCCAG. The protein sequence of the target gene is MESALPAAGFLYWVGAGTVAYLALRISYSLFTALRVWGVGNEAGVGPGLGEWAVVTGSTDGIGKSYAEELAKHGMKVVLISRSKDKLDQVSSEIKEKFKVETRTIAVDFASEDIYDKIKTGLAGLEIGILVNNVGMSYEYPEYFLDVPDLDNVIKKMININILSVCKMTQLVLPGMVERSKGAILNISSGSGMLPVPLLTIYSATKTFVDFFSQCLHEEYRSKGVFVQSVLPYFVATKLAKIRKPTLDKPSPETFVKSAIKTVGLQSRTNGYLIHALMGSIISNLPSWIYLKIVMNMNKS.... Result: 1 (interaction). (5) The miRNA is ath-miR163 with sequence UUGAAGAGGACUUGGAACUUCGAU. The protein sequence of the target gene is MSLYCGIACRRKFFWCYRLLSTYVTKTRYLFELKEDDDACKKAQQTGAFYLFHSLAPLLQTSAHQYLAPRHSLLELERLLGKFGQDAQRIEDSVLIGCSEQQEAWFALDLGLDSSFSISASLHKPEMETELKGSFIELRKALFQLNARDASLLSTAQALLRWHDAHQFCSRSGQPTKKNVAGSKRVCPSNNIIYYPQMAPVAITLVSDGTRCLLARQSSFPKGMYSALAGFCDIGESVEETIRREVAEEVGLEVESLQYYASQHWPFPSGSLMIACHATVKPGQTEIQVNLRELETAAWF.... Result: 0 (no interaction).